From a dataset of Catalyst prediction with 721,799 reactions and 888 catalyst types from USPTO. Predict which catalyst facilitates the given reaction. (1) Reactant: [F:1][C:2]1[CH:7]=[CH:6][CH:5]=[C:4]([OH:8])[C:3]=1[CH:9]1[N:13]([CH2:14][C:15]2[CH:20]=[CH:19][C:18]([O:21][C:22]([F:25])([F:24])[F:23])=[CH:17][CH:16]=2)[C:12](=[O:26])[CH:11]([CH3:27])[CH2:10]1.[F:28][CH2:29][CH2:30]I.C(=O)([O-])[O-].[K+].[K+].C(=O)([O-])[O-].[Cs+].[Cs+]. The catalyst class is: 3. Product: [F:1][C:2]1[CH:7]=[CH:6][CH:5]=[C:4]([O:8][CH2:30][CH2:29][F:28])[C:3]=1[CH:9]1[N:13]([CH2:14][C:15]2[CH:20]=[CH:19][C:18]([O:21][C:22]([F:23])([F:24])[F:25])=[CH:17][CH:16]=2)[C:12](=[O:26])[CH:11]([CH3:27])[CH2:10]1. (2) Reactant: ClCCOC1C=C(C=C(OC)C=1OC)C(O)=O.[C:18]([O:22][C:23](=[O:39])[NH:24][C:25]1[CH:30]=[C:29]([O:31][CH3:32])[C:28]([O:33][CH3:34])=[C:27]([O:35][CH2:36][CH2:37][Cl:38])[CH:26]=1)([CH3:21])([CH3:20])[CH3:19].C1C=CC(P(N=[N+]=[N-])(C2C=CC=CC=2)=O)=CC=1. Product: [C:18]([O:22][C:23](=[O:39])[NH:24][C:25]1[CH:30]=[C:29]([O:31][CH3:32])[C:28]([O:33][CH3:34])=[C:27]([O:35][CH2:36][CH2:37][Cl:38])[CH:26]=1)([CH3:19])([CH3:21])[CH3:20]. The catalyst class is: 107. (3) Reactant: [C:1]([O:5][C:6](=[O:14])[NH:7][CH2:8][CH:9]([NH2:13])[CH:10]1[CH2:12][CH2:11]1)([CH3:4])([CH3:3])[CH3:2].[CH2:15]=O.O.[BH4-].[Na+]. Product: [C:1]([O:5][C:6](=[O:14])[NH:7][CH2:8][CH:9]([CH:10]1[CH2:11][CH2:12]1)[NH:13][CH3:15])([CH3:4])([CH3:2])[CH3:3]. The catalyst class is: 100. (4) Reactant: [Cl:1][C:2]1[CH:7]=[CH:6][C:5]([C:8]#[C:9][C:10]([CH3:19])(O)[CH2:11][C:12]2[CH:17]=[CH:16][CH:15]=[CH:14][CH:13]=2)=[CH:4][CH:3]=1.C(=O)(O)[O-].[Na+].[I:25]I. Product: [Cl:1][C:2]1[CH:7]=[CH:6][C:5]([C:8]2[C:17]3[C:12](=[CH:13][CH:14]=[CH:15][CH:16]=3)[CH:11]=[C:10]([CH3:19])[C:9]=2[I:25])=[CH:4][CH:3]=1. The catalyst class is: 753. (5) The catalyst class is: 1. Product: [CH:1]([NH:4][C:5]([C:7]1[CH:12]=[CH:11][C:10]([CH:26]=[O:27])=[CH:9][N:8]=1)=[O:6])([CH3:3])[CH3:2]. Reactant: [CH:1]([NH:4][C:5]([C:7]1[CH:12]=[CH:11][C:10](Br)=[CH:9][N:8]=1)=[O:6])([CH3:3])[CH3:2].C[Li].[Br-].[Li+].C([Li])(CC)C.CN([CH:26]=[O:27])C.